From a dataset of Forward reaction prediction with 1.9M reactions from USPTO patents (1976-2016). Predict the product of the given reaction. Given the reactants Cl[CH2:2][C@@H:3]([OH:20])[C@@H:4]([NH:12][C:13](=[O:19])[O:14][C:15]([CH3:18])([CH3:17])[CH3:16])[CH2:5][CH:6]1[CH2:11][CH2:10][CH2:9][CH2:8][CH2:7]1.CCO, predict the reaction product. The product is: [CH:6]1([CH2:5][C@H:4]([NH:12][C:13](=[O:19])[O:14][C:15]([CH3:18])([CH3:17])[CH3:16])[C@H:3]2[CH2:2][O:20]2)[CH2:11][CH2:10][CH2:9][CH2:8][CH2:7]1.